This data is from Full USPTO retrosynthesis dataset with 1.9M reactions from patents (1976-2016). The task is: Predict the reactants needed to synthesize the given product. (1) Given the product [OH:43][C:40]1([CH:3]2[CH2:8][CH2:7][O:6][CH2:5][CH2:4]2)[CH2:41][CH2:42][CH:37]([N:11]2[C:10](=[O:9])[C:15]([CH2:16][C:17]3[CH:22]=[CH:21][C:20]([C:23]4[C:24]([C:29]#[N:30])=[CH:25][CH:26]=[CH:27][CH:28]=4)=[CH:19][CH:18]=3)=[C:14]([CH2:31][CH2:32][CH3:33])[N:13]3[N:34]=[CH:35][N:36]=[C:12]23)[CH2:38][CH2:39]1, predict the reactants needed to synthesize it. The reactants are: [Mg].Cl[CH:3]1[CH2:8][CH2:7][O:6][CH2:5][CH2:4]1.[O:9]=[C:10]1[C:15]([CH2:16][C:17]2[CH:22]=[CH:21][C:20]([C:23]3[C:24]([C:29]#[N:30])=[CH:25][CH:26]=[CH:27][CH:28]=3)=[CH:19][CH:18]=2)=[C:14]([CH2:31][CH2:32][CH3:33])[N:13]2[N:34]=[CH:35][N:36]=[C:12]2[N:11]1[CH:37]1[CH2:42][CH2:41][C:40](=[O:43])[CH2:39][CH2:38]1.Cl. (2) Given the product [CH3:1][NH:2][C:3]1[C:8]([CH:9]=[O:10])=[CH:7][N:6]=[C:5]([S:11][CH3:12])[N:4]=1, predict the reactants needed to synthesize it. The reactants are: [CH3:1][NH:2][C:3]1[C:8]([CH2:9][OH:10])=[CH:7][N:6]=[C:5]([S:11][CH3:12])[N:4]=1. (3) Given the product [CH3:39][CH:4]1[CH2:5][CH2:6][CH:1]([N:7]([CH2:21][CH2:22][CH2:35][C:29]2[CH:34]=[CH:33][CH:32]=[CH:31][CH:30]=2)[C:8](=[O:20])[NH:9][C:10]2[S:11][C:12]([S:15][CH2:16][C:17]([OH:19])=[O:18])=[CH:13][N:14]=2)[CH2:2][CH2:3]1, predict the reactants needed to synthesize it. The reactants are: [CH:1]1([N:7]([CH2:21][CH2:22]C2C=CC=CC=2)[C:8](=[O:20])[NH:9][C:10]2[S:11][C:12]([S:15][CH2:16][C:17]([OH:19])=[O:18])=[CH:13][N:14]=2)[CH2:6][CH2:5][CH2:4][CH2:3][CH2:2]1.[C:29]1([CH2:35]CC=O)[CH:34]=[CH:33][CH:32]=[CH:31][CH:30]=1.[CH3:39][C@H]1CC[C@H](N)CC1.C(OC(=O)CSC1SC(N)=NC=1)C. (4) Given the product [C:1]([O:5][C:6](=[O:14])[N:7]([CH2:17][CH3:18])[CH:8]1[CH2:13][CH2:12][CH:11]=[CH:10][CH2:9]1)([CH3:4])([CH3:2])[CH3:3], predict the reactants needed to synthesize it. The reactants are: [C:1]([O:5][C:6](=[O:14])[NH:7][CH:8]1[CH2:13][CH2:12][CH:11]=[CH:10][CH2:9]1)([CH3:4])([CH3:3])[CH3:2].[H-].[Na+].[CH2:17](I)[CH3:18].C1CCCCC1.C(OCC)(=O)C. (5) The reactants are: [CH3:1][S:2]([NH2:5])(=[O:4])=[O:3].[H-].[Na+].[CH2:8]([S:15][C:16]1[N:21]=[C:20](Cl)[CH:19]=[C:18]([Cl:23])[N:17]=1)[C:9]1[CH:14]=[CH:13][CH:12]=[CH:11][CH:10]=1.Cl. Given the product [CH2:8]([S:15][C:16]1[N:21]=[C:20]([NH:5][S:2]([CH3:1])(=[O:4])=[O:3])[CH:19]=[C:18]([Cl:23])[N:17]=1)[C:9]1[CH:14]=[CH:13][CH:12]=[CH:11][CH:10]=1, predict the reactants needed to synthesize it. (6) Given the product [O:28]1[C:27]2[CH:31]=[CH:32][C:24]([C:17]3[C:18]4[C:19](=[O:21])[O:20][CH2:4][C:6]=4[C:7]([OH:33])=[C:8]4[C:16]=3[C:12]3[O:13][CH2:14][O:15][C:11]=3[CH:10]=[CH:9]4)=[CH:25][C:26]=2[O:30][CH2:29]1, predict the reactants needed to synthesize it. The reactants are: C(O[C:4]([C:6]1[C:7]([OH:33])=[C:8]2[C:16](=[C:17]([C:24]3[CH:32]=[CH:31][C:27]4[O:28][CH2:29][O:30][C:26]=4[CH:25]=3)[C:18]=1[C:19]([O:21]CC)=[O:20])[C:12]1[O:13][CH2:14][O:15][C:11]=1[CH:10]=[CH:9]2)=O)C.[H-].[Al+3].[Li+].[H-].[H-].[H-]. (7) The reactants are: [H-].[Na+].[NH:3]1[CH:7]=[CH:6][C:5]([N:8]2C(=O)C3C(=CC=CC=3)C2=O)=[N:4]1.Cl[CH2:20][C:21]1[CH:22]=[N:23][CH:24]=[CH:25][CH:26]=1. Given the product [N:23]1[CH:24]=[CH:25][CH:26]=[C:21]([CH2:20][N:3]2[CH:7]=[CH:6][C:5]([NH2:8])=[N:4]2)[CH:22]=1, predict the reactants needed to synthesize it. (8) Given the product [C:1]([N:8]1[CH2:16][CH2:15][C@@H:14]([O:17][CH3:18])[C@H:9]1[C:10]([O:12][CH3:13])=[O:11])([O:3][C:4]([CH3:7])([CH3:6])[CH3:5])=[O:2], predict the reactants needed to synthesize it. The reactants are: [C:1]([N:8]1[CH2:16][CH2:15][C@@H:14]([OH:17])[C@H:9]1[C:10]([O:12][CH3:13])=[O:11])([O:3][C:4]([CH3:7])([CH3:6])[CH3:5])=[O:2].[CH3:18]I.